Dataset: Forward reaction prediction with 1.9M reactions from USPTO patents (1976-2016). Task: Predict the product of the given reaction. (1) Given the reactants [NH:1]1[CH2:5][CH:4]=[C:3]([C:6]2[C:10]([C:11]3[N:12]=[C:13]([NH:16][C:17]4[N:22]=[C:21]([CH3:23])[CH:20]=[CH:19][N:18]=4)[S:14][CH:15]=3)=[CH:9][N:8]([CH2:24][C:25]3[CH:30]=[CH:29][C:28]([O:31][CH3:32])=[CH:27][CH:26]=3)[N:7]=2)[CH2:2]1.Cl[C:34]([O:36][CH3:37])=[O:35].CCN(CC)CC, predict the reaction product. The product is: [CH3:32][O:31][C:28]1[CH:27]=[CH:26][C:25]([CH2:24][N:8]2[CH:9]=[C:10]([C:11]3[N:12]=[C:13]([NH:16][C:17]4[N:22]=[C:21]([CH3:23])[CH:20]=[CH:19][N:18]=4)[S:14][CH:15]=3)[C:6]([C:3]3[CH2:2][N:1]([C:34]([O:36][CH3:37])=[O:35])[CH2:5][CH:4]=3)=[N:7]2)=[CH:30][CH:29]=1. (2) Given the reactants [N:1]1([S:7]([C:10]2[CH:11]=[C:12]([CH:16]=[CH:17][CH:18]=2)[C:13]([OH:15])=O)(=[O:9])=[O:8])[CH2:6][CH2:5][CH2:4][CH2:3][CH2:2]1.[NH2:19][C:20]1[CH:24]=[CH:23][O:22][N:21]=1, predict the reaction product. The product is: [O:22]1[CH:23]=[CH:24][C:20]([NH:19][C:13](=[O:15])[C:12]2[CH:16]=[CH:17][CH:18]=[C:10]([S:7]([N:1]3[CH2:2][CH2:3][CH2:4][CH2:5][CH2:6]3)(=[O:8])=[O:9])[CH:11]=2)=[N:21]1. (3) Given the reactants [F:1][CH:2]([F:23])[O:3][C:4]1[CH:5]=[C:6]2[C:11](=[CH:12][CH:13]=1)[O:10][C:9](=[O:14])[CH:8]=[C:7]2OS(C(F)(F)F)(=O)=O.Cl.Cl.[CH:26]1[C:35]2[C:30](=[CH:31][CH:32]=[CH:33][CH:34]=2)[CH:29]=[CH:28][C:27]=1[CH2:36][N:37]1[CH2:42][CH2:41][CH:40]([NH2:43])[CH2:39][CH2:38]1.C(N(CC)C(C)C)(C)C, predict the reaction product. The product is: [F:1][CH:2]([F:23])[O:3][C:4]1[CH:5]=[C:6]2[C:11](=[CH:12][CH:13]=1)[O:10][C:9](=[O:14])[CH:8]=[C:7]2[NH:43][CH:40]1[CH2:39][CH2:38][N:37]([CH2:36][C:27]2[CH:28]=[CH:29][C:30]3[C:35](=[CH:34][CH:33]=[CH:32][CH:31]=3)[CH:26]=2)[CH2:42][CH2:41]1. (4) Given the reactants C1COCC1.[C:6]1([C@H:16]([N:18]([CH2:26][CH:27]2[CH:31]([C:32]3[CH:37]=[CH:36][CH:35]=[CH:34][CH:33]=3)[CH2:30][NH:29][CH2:28]2)C(=O)OC(C)(C)C)[CH3:17])[C:15]2[C:10](=[CH:11][CH:12]=[CH:13][CH:14]=2)[CH:9]=[CH:8][CH:7]=1.C(N(CC)CC)C.[C:45]([Cl:51])(=[O:50])[C:46]([CH3:49])([CH3:48])[CH3:47], predict the reaction product. The product is: [ClH:51].[CH3:47][C:46]([CH3:49])([CH3:48])[C:45]([N:29]1[CH2:30][CH:31]([C:32]2[CH:33]=[CH:34][CH:35]=[CH:36][CH:37]=2)[CH:27]([CH2:26][NH:18][C@@H:16]([C:6]2[C:15]3[C:10](=[CH:11][CH:12]=[CH:13][CH:14]=3)[CH:9]=[CH:8][CH:7]=2)[CH3:17])[CH2:28]1)=[O:50]. (5) The product is: [CH2:27]([O:26][C:24]([NH:23][CH2:22][CH2:21][C:20]([NH:19][CH:9]([CH2:10][O:11][CH2:12][CH2:13][C:14]([OH:16])=[O:15])[CH2:8][O:7][CH2:6][CH2:5][C:4]([OH:35])=[O:3])=[O:34])=[O:25])[C:28]1[CH:33]=[CH:32][CH:31]=[CH:30][CH:29]=1. Given the reactants C([O:3][C:4](=[O:35])[CH2:5][CH2:6][O:7][CH2:8][CH:9]([NH:19][C:20](=[O:34])[CH2:21][CH2:22][NH:23][C:24]([O:26][CH2:27][C:28]1[CH:33]=[CH:32][CH:31]=[CH:30][CH:29]=1)=[O:25])[CH2:10][O:11][CH2:12][CH2:13][C:14]([O:16]CC)=[O:15])C.[OH-].[Na+], predict the reaction product. (6) Given the reactants [NH:1]1[CH2:8][CH2:7][CH2:6][C@H:2]1[C:3]([OH:5])=[O:4].C(=O)([O-])[O-].[K+].[K+].O.[C:16](Cl)(=[O:23])[C:17]1[CH:22]=[CH:21][CH:20]=[CH:19][CH:18]=1, predict the reaction product. The product is: [C:16]([N:1]1[CH2:8][CH2:7][CH2:6][CH:2]1[C:3]([OH:5])=[O:4])(=[O:23])[C:17]1[CH:22]=[CH:21][CH:20]=[CH:19][CH:18]=1. (7) Given the reactants [CH3:1][N:2]1[C:6]([C:7](Cl)=[O:8])=[CH:5][C:4]([CH3:10])=[N:3]1.[NH2:11][C:12]1[CH:13]=[C:14]([CH:26]=[CH:27][CH:28]=1)[CH2:15][C:16]1[CH:24]=[C:23]2[C:19]([CH2:20][C:21](=[O:25])[NH:22]2)=[CH:18][CH:17]=1, predict the reaction product. The product is: [O:25]=[C:21]1[CH2:20][C:19]2[C:23](=[CH:24][C:16]([CH2:15][C:14]3[CH:13]=[C:12]([NH:11][C:7]([C:6]4[N:2]([CH3:1])[N:3]=[C:4]([CH3:10])[CH:5]=4)=[O:8])[CH:28]=[CH:27][CH:26]=3)=[CH:17][CH:18]=2)[NH:22]1.